Dataset: Full USPTO retrosynthesis dataset with 1.9M reactions from patents (1976-2016). Task: Predict the reactants needed to synthesize the given product. The reactants are: Br[CH:2]([CH2:7][C:8]1[CH:13]=[CH:12][C:11]([O:14][CH2:15][CH2:16][C:17]2[CH:22]=[CH:21][C:20]([CH2:23][CH3:24])=[CH:19][N:18]=2)=[CH:10][CH:9]=1)[C:3](OC)=[O:4].[NH2:25][C:26]([NH2:28])=[S:27].C([O-])(=O)C.[Na+]. Given the product [CH2:23]([C:20]1[CH:21]=[CH:22][C:17]([CH2:16][CH2:15][O:14][C:11]2[CH:12]=[CH:13][C:8]([CH2:7][CH:2]3[S:27][C:26](=[NH:25])[NH:28][C:3]3=[O:4])=[CH:9][CH:10]=2)=[N:18][CH:19]=1)[CH3:24], predict the reactants needed to synthesize it.